From a dataset of Full USPTO retrosynthesis dataset with 1.9M reactions from patents (1976-2016). Predict the reactants needed to synthesize the given product. (1) Given the product [O:31]=[C:22]1[C:23]2[C:28](=[CH:27][CH:26]=[CH:25][CH:24]=2)[C:29](=[O:30])[N:21]1[O:1][CH2:2][C:3]1[CH:8]=[CH:7][C:6]([CH2:9][CH2:10][C:11]2[N:12]=[C:13]([NH:16][C:17](=[O:19])[CH3:18])[S:14][CH:15]=2)=[CH:5][CH:4]=1, predict the reactants needed to synthesize it. The reactants are: [OH:1][CH2:2][C:3]1[CH:8]=[CH:7][C:6]([CH2:9][CH2:10][C:11]2[N:12]=[C:13]([NH:16][C:17](=[O:19])[CH3:18])[S:14][CH:15]=2)=[CH:5][CH:4]=1.O[N:21]1[C:29](=[O:30])[C:28]2[C:23](=[CH:24][CH:25]=[CH:26][CH:27]=2)[C:22]1=[O:31].C1(P(C2C=CC=CC=2)C2C=CC=CC=2)C=CC=CC=1.N(C(OCC)=O)=NC(OCC)=O.C(=O)([O-])O.[Na+]. (2) Given the product [C:1]([C:3]1[C:4]([N:20]2[CH2:25][CH2:24][CH:23]([C:26]([NH:38][S:35]([CH2:34][CH:29]3[CH2:33][CH2:32][CH2:31][CH2:30]3)(=[O:37])=[O:36])=[O:28])[CH2:22][CH2:21]2)=[N:5][C:6]([CH2:13][N:14]2[CH2:18][CH2:17][CH2:16][C:15]2=[O:19])=[C:7]([C:9](=[O:12])[CH2:10][CH3:11])[CH:8]=1)#[N:2], predict the reactants needed to synthesize it. The reactants are: [C:1]([C:3]1[C:4]([N:20]2[CH2:25][CH2:24][CH:23]([C:26]([OH:28])=O)[CH2:22][CH2:21]2)=[N:5][C:6]([CH2:13][N:14]2[CH2:18][CH2:17][CH2:16][C:15]2=[O:19])=[C:7]([C:9](=[O:12])[CH2:10][CH3:11])[CH:8]=1)#[N:2].[CH:29]1([CH2:34][S:35]([NH2:38])(=[O:37])=[O:36])[CH2:33][CH2:32][CH2:31][CH2:30]1. (3) Given the product [OH:21][C:18]([C:6]1[CH:5]=[C:4]2[C:9]([C:10]([N:12]3[CH2:17][CH2:16][O:15][CH2:14][CH2:13]3)=[N:11][C:2]([C:38]3[CH:37]=[CH:36][C:35]([NH:34][C:32](=[O:33])[NH:31][C:28]4[CH:27]=[CH:26][C:25]([C:24]([N:23]([CH3:51])[CH3:22])=[O:50])=[CH:30][CH:29]=4)=[CH:40][CH:39]=3)=[N:3]2)=[CH:8][CH:7]=1)([CH3:20])[CH3:19], predict the reactants needed to synthesize it. The reactants are: Cl[C:2]1[N:11]=[C:10]([N:12]2[CH2:17][CH2:16][O:15][CH2:14][CH2:13]2)[C:9]2[C:4](=[CH:5][C:6]([C:18]([OH:21])([CH3:20])[CH3:19])=[CH:7][CH:8]=2)[N:3]=1.[CH3:22][N:23]([CH3:51])[C:24](=[O:50])[C:25]1[CH:30]=[CH:29][C:28]([NH:31][C:32]([NH:34][C:35]2[CH:40]=[CH:39][C:38](B3OC(C)(C)C(C)(C)O3)=[CH:37][CH:36]=2)=[O:33])=[CH:27][CH:26]=1.C(=O)([O-])[O-].[Cs+].[Cs+].CN(C=O)C.